This data is from Forward reaction prediction with 1.9M reactions from USPTO patents (1976-2016). The task is: Predict the product of the given reaction. (1) The product is: [O:18]1[C:17]2=[C:19]3[C:20](=[CH:21][CH:22]=[C:16]2[O:15][CH2:14][CH:13]1[CH2:12][O:11][S:8]([C:5]1[CH:4]=[CH:3][C:2]([CH3:1])=[CH:7][CH:6]=1)(=[O:9])=[O:10])[N:23]=[CH:28][CH:27]=[CH:26]3. Given the reactants [CH3:1][C:2]1[CH:7]=[CH:6][C:5]([S:8]([O:11][CH2:12][C@@H:13]2[O:18][C:17]3[C:19]([CH:26]=[CH:27][CH:28]=O)=[C:20]([N+:23]([O-])=O)[CH:21]=[CH:22][C:16]=3[O:15][CH2:14]2)(=[O:10])=[O:9])=[CH:4][CH:3]=1.O, predict the reaction product. (2) Given the reactants Br[C:2]1[CH:7]=[CH:6][C:5]([C:8]2[S:12][C:11]([NH2:13])=[N:10][N:9]=2)=[C:4]([F:14])[CH:3]=1.[CH3:15][C:16]1([CH3:32])[C:20]([CH3:22])([CH3:21])[O:19][B:18]([B:18]2[O:19][C:20]([CH3:22])([CH3:21])[C:16]([CH3:32])([CH3:15])[O:17]2)[O:17]1.CC([O-])=O.[K+].C(Cl)Cl, predict the reaction product. The product is: [F:14][C:4]1[CH:3]=[C:2]([B:18]2[O:19][C:20]([CH3:22])([CH3:21])[C:16]([CH3:32])([CH3:15])[O:17]2)[CH:7]=[CH:6][C:5]=1[C:8]1[S:12][C:11]([NH2:13])=[N:10][N:9]=1. (3) Given the reactants [OH:1][C:2]([CH3:35])([CH3:34])[CH2:3][C@@:4]1([C:28]2[CH:33]=[CH:32][CH:31]=[CH:30][CH:29]=2)[O:9][C:8](=[O:10])[N:7]([C@H:11]([C:13]2[CH:18]=[CH:17][C:16](B3OC(C)(C)C(C)(C)O3)=[CH:15][CH:14]=2)[CH3:12])[CH2:6][CH2:5]1.Br[C:37]1[CH:38]=[CH:39][C:40]2[N:41]([N:43]=[C:44]([CH3:46])[N:45]=2)[CH:42]=1, predict the reaction product. The product is: [OH:1][C:2]([CH3:34])([CH3:35])[CH2:3][C@@:4]1([C:28]2[CH:33]=[CH:32][CH:31]=[CH:30][CH:29]=2)[O:9][C:8](=[O:10])[N:7]([C@H:11]([C:13]2[CH:14]=[CH:15][C:16]([C:37]3[CH:38]=[CH:39][C:40]4[N:41]([N:43]=[C:44]([CH3:46])[N:45]=4)[CH:42]=3)=[CH:17][CH:18]=2)[CH3:12])[CH2:6][CH2:5]1. (4) The product is: [NH2:1][C:2]1[CH:11]=[CH:10][C:5]([C:6]([O:8][CH3:9])=[O:7])=[CH:4][C:3]=1[O:12][CH:14]([CH3:16])[CH3:15]. Given the reactants [NH2:1][C:2]1[CH:11]=[CH:10][C:5]([C:6]([O:8][CH3:9])=[O:7])=[CH:4][C:3]=1[OH:12].Br[CH:14]([CH3:16])[CH3:15].C(=O)([O-])[O-].[Cs+].[Cs+].[OH-].[NH4+], predict the reaction product. (5) Given the reactants [C:1]([C:3]1[C@@H:8]([C:9]2[CH:14]=[CH:13][C:12]([C:15]#[N:16])=[CH:11][C:10]=2[S:17]([CH3:20])(=[O:19])=[O:18])[N:7]([C:21](OC2C=CC([N+]([O-])=O)=CC=2)=[O:22])[C:6](=[O:33])[N:5]([C:34]2[CH:39]=[CH:38][CH:37]=[C:36]([C:40]([F:43])([F:42])[F:41])[CH:35]=2)[C:4]=1[CH3:44])#[N:2].[OH:45][CH2:46][CH2:47][N:48]1[CH2:53][CH2:52][NH:51][CH2:50][CH2:49]1, predict the reaction product. The product is: [C:15]([C:12]1[CH:13]=[CH:14][C:9]([C@@H:8]2[C:3]([C:1]#[N:2])=[C:4]([CH3:44])[N:5]([C:34]3[CH:39]=[CH:38][CH:37]=[C:36]([C:40]([F:41])([F:43])[F:42])[CH:35]=3)[C:6](=[O:33])[N:7]2[C:21]([N:51]2[CH2:52][CH2:53][N:48]([CH2:47][CH2:46][OH:45])[CH2:49][CH2:50]2)=[O:22])=[C:10]([S:17]([CH3:20])(=[O:19])=[O:18])[CH:11]=1)#[N:16].